From a dataset of Peptide-MHC class I binding affinity with 185,985 pairs from IEDB/IMGT. Regression. Given a peptide amino acid sequence and an MHC pseudo amino acid sequence, predict their binding affinity value. This is MHC class I binding data. (1) The peptide sequence is YTPFNKLSV. The MHC is Mamu-B17 with pseudo-sequence Mamu-B17. The binding affinity (normalized) is 0. (2) The MHC is H-2-Kd with pseudo-sequence H-2-Kd. The peptide sequence is SYILFLSCI. The binding affinity (normalized) is 0.664. (3) The MHC is HLA-A02:06 with pseudo-sequence HLA-A02:06. The binding affinity (normalized) is 0.437. The peptide sequence is NLILNFLDWI. (4) The peptide sequence is LTWLFSNCRTL. The MHC is Mamu-A01 with pseudo-sequence Mamu-A01. The binding affinity (normalized) is 0.608. (5) The peptide sequence is HMILAVVITL. The MHC is HLA-B08:01 with pseudo-sequence HLA-B08:01. The binding affinity (normalized) is 0.241.